This data is from Full USPTO retrosynthesis dataset with 1.9M reactions from patents (1976-2016). The task is: Predict the reactants needed to synthesize the given product. (1) The reactants are: Br[C:2]1[CH:7]=[CH:6][C:5]([C@@H:8]([N:10]2[CH2:15][CH2:14][C@:13]([CH2:22][C:23]([OH:26])([CH3:25])[CH3:24])([C:16]3[CH:21]=[CH:20][CH:19]=[CH:18][CH:17]=3)[O:12][C:11]2=[O:27])[CH3:9])=[CH:4][CH:3]=1.[CH3:28][C:29]1[CH:34]=[C:33](B(O)O)[CH:32]=[CH:31][N:30]=1. Given the product [OH:26][C:23]([CH3:25])([CH3:24])[CH2:22][C@@:13]1([C:16]2[CH:21]=[CH:20][CH:19]=[CH:18][CH:17]=2)[O:12][C:11](=[O:27])[N:10]([C@H:8]([C:5]2[CH:6]=[CH:7][C:2]([C:33]3[CH:32]=[CH:31][N:30]=[C:29]([CH3:28])[CH:34]=3)=[CH:3][CH:4]=2)[CH3:9])[CH2:15][CH2:14]1, predict the reactants needed to synthesize it. (2) Given the product [Cl:21][C:22]1[CH:27]=[CH:26][C:25]([C:2]2[C:7]3=[N:8][C:9]([C:12]([NH:14][CH:15]([C:17]([OH:20])([CH3:19])[CH3:18])[CH3:16])=[O:13])=[CH:10][N:11]=[C:6]3[CH:5]=[N:4][CH:3]=2)=[CH:24][CH:23]=1, predict the reactants needed to synthesize it. The reactants are: Br[C:2]1[C:7]2=[N:8][C:9]([C:12]([NH:14][CH:15]([C:17]([OH:20])([CH3:19])[CH3:18])[CH3:16])=[O:13])=[CH:10][N:11]=[C:6]2[CH:5]=[N:4][CH:3]=1.[Cl:21][C:22]1[CH:27]=[CH:26][C:25](B(O)O)=[CH:24][CH:23]=1.C(=O)([O-])[O-].[Cs+].[Cs+].O1CCOCC1. (3) Given the product [CH:12]([C:8]1[NH:9][C:10](=[O:11])[C:5]([C:3]2[N:30]=[C:29]([CH2:28][S:25]([C:21]3[S:20][CH:24]=[CH:23][CH:22]=3)(=[O:27])=[O:26])[S:31][CH:2]=2)=[CH:6][C:7]=1[C:15]([O:17][CH2:18][CH3:19])=[O:16])([CH3:14])[CH3:13], predict the reactants needed to synthesize it. The reactants are: Br[CH2:2][C:3]([C:5]1[C:10](=[O:11])[NH:9][C:8]([CH:12]([CH3:14])[CH3:13])=[C:7]([C:15]([O:17][CH2:18][CH3:19])=[O:16])[CH:6]=1)=O.[S:20]1[CH:24]=[CH:23][CH:22]=[C:21]1[S:25]([CH2:28][C:29](=[S:31])[NH2:30])(=[O:27])=[O:26]. (4) Given the product [Cl:38][C:24]1[C:25]([NH:27][C@@H:28]2[C@@H:33]3[CH2:34][C@@H:30]([CH:31]=[CH:32]3)[C@@H:29]2[C:35]([NH2:37])=[O:36])=[N:26][C:21]([NH:1][C:2]2[C:3]([O:18][CH3:19])=[CH:4][C:5]3[CH2:11][N:10]([CH2:12][CH2:13][O:14][CH3:15])[CH2:9][C:8](=[O:16])[NH:7][C:6]=3[CH:17]=2)=[N:22][CH:23]=1, predict the reactants needed to synthesize it. The reactants are: [NH2:1][C:2]1[C:3]([O:18][CH3:19])=[CH:4][C:5]2[CH2:11][N:10]([CH2:12][CH2:13][O:14][CH3:15])[CH2:9][C:8](=[O:16])[NH:7][C:6]=2[CH:17]=1.Cl[C:21]1[N:26]=[C:25]([NH:27][C@@H:28]2[C@@H:33]3[CH2:34][C@@H:30]([CH:31]=[CH:32]3)[C@@H:29]2[C:35]([NH2:37])=[O:36])[C:24]([Cl:38])=[CH:23][N:22]=1. (5) The reactants are: [C:1]([O:4][C:5]1[CH:6]=[C:7]([CH:13]=[CH:14][C:15]=1[O:16][C:17](=[O:19])[CH3:18])/[CH:8]=[CH:9]/[C:10](O)=[O:11])(=[O:3])[CH3:2].S(Cl)([Cl:22])=O. Given the product [C:1]([O:4][C:5]1[CH:6]=[C:7]([CH:13]=[CH:14][C:15]=1[O:16][C:17](=[O:19])[CH3:18])/[CH:8]=[CH:9]/[C:10]([Cl:22])=[O:11])(=[O:3])[CH3:2], predict the reactants needed to synthesize it. (6) Given the product [CH3:36][O:35][C:33]1[CH:32]=[C:28]([CH:27]=[C:26]([O:25][CH3:24])[CH:34]=1)[C:29]([NH:1][CH2:2][C@H:3]1[N:8]([C:9]([C:11]2[N:12]=[C:13]([CH3:23])[S:14][C:15]=2[C:16]2[CH:17]=[C:18]([CH3:22])[CH:19]=[CH:20][CH:21]=2)=[O:10])[CH2:7][C@H:6]2[C@@H:4]1[CH2:5]2)=[O:30], predict the reactants needed to synthesize it. The reactants are: [NH2:1][CH2:2][C@H:3]1[N:8]([C:9]([C:11]2[N:12]=[C:13]([CH3:23])[S:14][C:15]=2[C:16]2[CH:17]=[C:18]([CH3:22])[CH:19]=[CH:20][CH:21]=2)=[O:10])[CH2:7][C@H:6]2[C@@H:4]1[CH2:5]2.[CH3:24][O:25][C:26]1[CH:27]=[C:28]([CH:32]=[C:33]([O:35][CH3:36])[CH:34]=1)[C:29](O)=[O:30]. (7) Given the product [N+:25]([C:24]1[CH:23]=[CH:22][S:21][C:20]=1[C:6]1[O:7][CH:8]=[CH:9][N:10]=1)([O-:27])=[O:26], predict the reactants needed to synthesize it. The reactants are: C([Sn](CCCC)(CCCC)[C:6]1[O:7][CH:8]=[CH:9][N:10]=1)CCC.Cl[C:20]1[S:21][CH:22]=[CH:23][C:24]=1[N+:25]([O-:27])=[O:26]. (8) The reactants are: [CH2:1]([C:4]1[C:12]2[O:11][N:10]=[C:9]([C:13]([F:16])([F:15])[F:14])[C:8]=2[CH:7]=[CH:6][C:5]=1[O:17][CH2:18][CH2:19][CH:20](OCCCBr)[NH:21][CH3:22])[CH2:2][CH3:3].[C:28]1([N:34]=[C:35]=[O:36])[CH:33]=[CH:32][CH:31]=[CH:30][CH:29]=1. Given the product [C:28]1([NH:34][C:35](=[O:36])[N:21]([CH3:22])[CH2:20][CH2:19][CH2:18][O:17][C:5]2[CH:6]=[CH:7][C:8]3[C:9]([C:13]([F:16])([F:15])[F:14])=[N:10][O:11][C:12]=3[C:4]=2[CH2:1][CH2:2][CH3:3])[CH:33]=[CH:32][CH:31]=[CH:30][CH:29]=1, predict the reactants needed to synthesize it.